Dataset: NCI-60 drug combinations with 297,098 pairs across 59 cell lines. Task: Regression. Given two drug SMILES strings and cell line genomic features, predict the synergy score measuring deviation from expected non-interaction effect. Drug 2: CCC1=C2CN3C(=CC4=C(C3=O)COC(=O)C4(CC)O)C2=NC5=C1C=C(C=C5)O. Synergy scores: CSS=21.4, Synergy_ZIP=-8.39, Synergy_Bliss=-4.14, Synergy_Loewe=-47.2, Synergy_HSA=-3.30. Cell line: UO-31. Drug 1: CC1=CC2C(CCC3(C2CCC3(C(=O)C)OC(=O)C)C)C4(C1=CC(=O)CC4)C.